This data is from Catalyst prediction with 721,799 reactions and 888 catalyst types from USPTO. The task is: Predict which catalyst facilitates the given reaction. (1) Reactant: C([N:8]1[CH2:16][C:15]2[C:10](=[CH:11][CH:12]=[CH:13][CH:14]=2)[CH:9]1[C:17]1[CH:22]=[C:21]([F:23])[CH:20]=[CH:19][C:18]=1[O:24]CC1C=CC=CC=1)C1C=CC=CC=1. Product: [CH:9]1([C:17]2[CH:22]=[C:21]([F:23])[CH:20]=[CH:19][C:18]=2[OH:24])[C:10]2[C:15](=[CH:14][CH:13]=[CH:12][CH:11]=2)[CH2:16][NH:8]1. The catalyst class is: 50. (2) Reactant: Br[C:2]1[C:3]([CH3:10])=[C:4]([CH:7]=[CH:8][CH:9]=1)[NH:5][CH3:6].[CH3:11][C:12]1([CH3:28])[C:16]([CH3:18])([CH3:17])[O:15][B:14]([B:14]2[O:15][C:16]([CH3:18])([CH3:17])[C:12]([CH3:28])([CH3:11])[O:13]2)[O:13]1.C([O-])(=O)C.[K+]. Product: [CH3:6][NH:5][C:4]1[CH:7]=[CH:8][CH:9]=[C:2]([B:14]2[O:15][C:16]([CH3:18])([CH3:17])[C:12]([CH3:28])([CH3:11])[O:13]2)[C:3]=1[CH3:10]. The catalyst class is: 368. (3) Reactant: [H-].[Na+].[Br:3][C:4]1[CH:5]=[C:6]2[C:10](=[CH:11][C:12]=1[F:13])[NH:9][CH:8]=[CH:7]2.Br[CH2:15][C:16]([O:18][CH2:19][CH3:20])=[O:17]. Product: [CH2:19]([O:18][C:16](=[O:17])[CH2:15][N:9]1[C:10]2[C:6](=[CH:5][C:4]([Br:3])=[C:12]([F:13])[CH:11]=2)[CH:7]=[CH:8]1)[CH3:20]. The catalyst class is: 1. (4) Reactant: [C:1]([O:5][C:6](=[O:18])[N:7]([CH3:17])[CH2:8][CH2:9][NH:10]C(=O)C(F)(F)F)([CH3:4])([CH3:3])[CH3:2].[OH-].[Li+]. Product: [C:1]([O:5][C:6](=[O:18])[N:7]([CH2:8][CH2:9][NH2:10])[CH3:17])([CH3:4])([CH3:2])[CH3:3]. The catalyst class is: 5. (5) The catalyst class is: 8. Reactant: [CH3:1][CH2:2][CH2:3][C:4]1[C:5]2[N:14]=[C:13]([C:15]3[CH:16]=[C:17]([S:24]([N:27]4[CH2:32][CH2:31][N:30]([CH3:33])[CH2:29][CH2:28]4)(=[O:26])=[O:25])[CH:18]=[CH:19][C:20]=3[O:21][CH2:22][CH3:23])[NH:12][C:10](=[O:11])[C:6]=2[N:7]([CH3:9])[N:8]=1.C(C(O)(C(O)=O)CC(O)=O)C(O)=O. Product: [CH3:1][CH2:2][CH2:3][C:4]1[C:5]2[N:14]=[C:13]([C:15]3[CH:16]=[C:17]([S:24]([N:27]4[CH2:32][CH2:31][N:30]([CH3:33])[CH2:29][CH2:28]4)(=[O:25])=[O:26])[CH:18]=[CH:19][C:20]=3[O:21][CH2:22][CH3:23])[NH:12][C:10](=[O:11])[C:6]=2[N:7]([CH3:9])[N:8]=1. (6) Reactant: [C:1]1([CH2:7][CH2:8][CH2:9][CH:10]([NH:20][C:21](=[O:38])[CH2:22][C:23]([N:25]2[CH2:30][CH2:29][N:28](C(OC(C)(C)C)=O)[CH2:27][CH2:26]2)=[O:24])[CH2:11][CH2:12][CH2:13][C:14]2[CH:19]=[CH:18][CH:17]=[CH:16][CH:15]=2)[CH:6]=[CH:5][CH:4]=[CH:3][CH:2]=1.FC(F)(F)C(O)=O. Product: [C:1]1([CH2:7][CH2:8][CH2:9][CH:10]([NH:20][C:21](=[O:38])[CH2:22][C:23]([N:25]2[CH2:30][CH2:29][NH:28][CH2:27][CH2:26]2)=[O:24])[CH2:11][CH2:12][CH2:13][C:14]2[CH:15]=[CH:16][CH:17]=[CH:18][CH:19]=2)[CH:2]=[CH:3][CH:4]=[CH:5][CH:6]=1. The catalyst class is: 2. (7) Reactant: [CH2:1]([N:8]([C@@H:29]([CH2:32][C:33]1[CH:38]=[CH:37][C:36]([S:39]([C:42]2[CH:47]=[CH:46][CH:45]=[CH:44][CH:43]=2)(=[O:41])=[O:40])=[CH:35][CH:34]=1)[CH2:30][OH:31])[CH2:9][C@@H:10]([C:12]1[CH:17]=[CH:16][C:15]([O:18][CH2:19][C:20]2[CH:25]=[CH:24][CH:23]=[CH:22][CH:21]=2)=[C:14]([N+:26]([O-])=O)[CH:13]=1)[OH:11])[C:2]1[CH:7]=[CH:6][CH:5]=[CH:4][CH:3]=1.[Cl-].[NH4+]. Product: [CH2:1]([N:8]([CH2:9][C@@H:10]([C:12]1[CH:17]=[CH:16][C:15]([O:18][CH2:19][C:20]2[CH:25]=[CH:24][CH:23]=[CH:22][CH:21]=2)=[C:14]([NH:26][S:39]([CH3:36])(=[O:41])=[O:40])[CH:13]=1)[OH:11])[C@@H:29]([CH2:32][C:33]1[CH:38]=[CH:37][C:36]([S:39]([C:42]2[CH:47]=[CH:46][CH:45]=[CH:44][CH:43]=2)(=[O:41])=[O:40])=[CH:35][CH:34]=1)[CH2:30][OH:31])[C:2]1[CH:7]=[CH:6][CH:5]=[CH:4][CH:3]=1. The catalyst class is: 190.